Dataset: Forward reaction prediction with 1.9M reactions from USPTO patents (1976-2016). Task: Predict the product of the given reaction. (1) The product is: [F:24][CH:23]([F:25])[C:15]1[N:14]([C:4]2[N:5]=[C:6]([N:8]3[CH2:13][CH2:12][O:11][CH2:10][CH2:9]3)[N:7]=[C:2]([NH:26][CH2:27][C:28]3[CH:33]=[CH:32][CH:31]=[CH:30][N:29]=3)[N:3]=2)[C:18]2[CH:19]=[CH:20][CH:21]=[CH:22][C:17]=2[N:16]=1. Given the reactants Cl[C:2]1[N:7]=[C:6]([N:8]2[CH2:13][CH2:12][O:11][CH2:10][CH2:9]2)[N:5]=[C:4]([N:14]2[C:18]3[CH:19]=[CH:20][CH:21]=[CH:22][C:17]=3[N:16]=[C:15]2[CH:23]([F:25])[F:24])[N:3]=1.[NH2:26][CH2:27][C:28]1[CH:33]=[CH:32][CH:31]=[CH:30][N:29]=1, predict the reaction product. (2) Given the reactants [Cl:1][C:2]1[CH:7]=[C:6]([NH:8][C:9]2[N:14]=[C:13](Cl)[N:12]=[C:11]([NH:16][CH:17]3[CH2:23][CH2:22][CH2:21][CH2:20][CH2:19][CH2:18]3)[N:10]=2)[CH:5]=[CH:4][C:3]=1[OH:24].[CH3:25][N:26]1[CH2:31][CH2:30][CH:29]([NH:32][CH3:33])[CH2:28][CH2:27]1.[OH-].[Na+].O, predict the reaction product. The product is: [Cl:1][C:2]1[CH:7]=[C:6]([NH:8][C:9]2[N:10]=[C:11]([NH:16][CH:17]3[CH2:23][CH2:22][CH2:21][CH2:20][CH2:19][CH2:18]3)[N:12]=[C:13]([N:32]([CH3:33])[CH:29]3[CH2:30][CH2:31][N:26]([CH3:25])[CH2:27][CH2:28]3)[N:14]=2)[CH:5]=[CH:4][C:3]=1[OH:24]. (3) The product is: [CH3:56][N:57]1[C:63]2[CH:64]=[C:65]([CH3:68])[CH:66]=[CH:67][C:62]=2[CH:61]([C:69]2[CH:74]=[CH:73][CH:72]=[CH:71][CH:70]=2)[N:60]([C:18](=[O:20])[CH2:17][C:14]2[CH:15]=[CH:16][C:10]3[O:9][C:8]([CH:7]([C:6]4[C:2]([CH3:1])=[N:3][O:4][C:5]=4[CH3:22])[OH:21])=[CH:12][C:11]=3[CH:13]=2)[CH2:59][CH2:58]1. Given the reactants [CH3:1][C:2]1[C:6]([CH:7]([OH:21])[C:8]2[O:9][C:10]3[CH:16]=[CH:15][C:14]([CH2:17][C:18]([OH:20])=O)=[CH:13][C:11]=3[CH:12]=2)=[C:5]([CH3:22])[O:4][N:3]=1.CN(C(ON1N=NC2C=CC=NC1=2)=[N+](C)C)C.F[P-](F)(F)(F)(F)F.CCN(C(C)C)C(C)C.[CH3:56][N:57]1[C:63]2[CH:64]=[C:65]([CH3:68])[CH:66]=[CH:67][C:62]=2[CH:61]([C:69]2[CH:74]=[CH:73][CH:72]=[CH:71][CH:70]=2)[NH:60][CH2:59][CH2:58]1, predict the reaction product. (4) Given the reactants Cl.[NH2:2][CH2:3][C:4]1[CH:5]=[C:6]2[C:10](=[CH:11][CH:12]=1)[C:9](=[O:13])[N:8]([CH:14]1[CH2:19][CH2:18][C:17](=[O:20])[NH:16][C:15]1=[O:21])[C:7]2=[O:22].[C:23]([N:27]=[C:28]=[O:29])([CH3:26])([CH3:25])[CH3:24].C(N(CC)CC)C, predict the reaction product. The product is: [C:23]([NH:27][C:28]([NH:2][CH2:3][C:4]1[CH:5]=[C:6]2[C:10](=[CH:11][CH:12]=1)[C:9](=[O:13])[N:8]([CH:14]1[CH2:19][CH2:18][C:17](=[O:20])[NH:16][C:15]1=[O:21])[C:7]2=[O:22])=[O:29])([CH3:26])([CH3:25])[CH3:24]. (5) Given the reactants [CH3:1][N:2]([CH3:15])[S:3]([C:6]1[CH:7]=[C:8](B(O)O)[CH:9]=[CH:10][CH:11]=1)(=[O:5])=[O:4].[O:16]1[C:20]2[CH:21]=[CH:22][C:23]([C:25]3([C:28]([NH:30][C:31]4[CH:32]=[N:33][C:34]([CH3:38])=[C:35](Br)[CH:36]=4)=[O:29])[CH2:27][CH2:26]3)=[CH:24][C:19]=2[O:18][CH2:17]1.O1C2C=CC(C3(C(NC4C=NC(C)=C(C5C=CC=CC=5)C=4)=O)CC3)=CC=2OC1, predict the reaction product. The product is: [O:16]1[C:20]2[CH:21]=[CH:22][C:23]([C:25]3([C:28]([NH:30][C:31]4[CH:32]=[N:33][C:34]([CH3:38])=[C:35]([C:8]5[CH:9]=[CH:10][CH:11]=[C:6]([S:3](=[O:5])(=[O:4])[N:2]([CH3:15])[CH3:1])[CH:7]=5)[CH:36]=4)=[O:29])[CH2:27][CH2:26]3)=[CH:24][C:19]=2[O:18][CH2:17]1. (6) Given the reactants [CH3:1][O:2][C:3](=[O:19])[C:4]1[CH:9]=[CH:8][C:7]([CH2:10][NH:11][S:12]([CH2:15][N:16]=[N+:17]=[N-:18])(=[O:14])=[O:13])=[CH:6][CH:5]=1.[C:20]([O:24][C:25](=O)[O:26]C(C)(C)C)([CH3:23])([CH3:22])[CH3:21], predict the reaction product. The product is: [CH3:1][O:2][C:3](=[O:19])[C:4]1[CH:5]=[CH:6][C:7]([CH2:10][N:11]([S:12]([CH2:15][N:16]=[N+:17]=[N-:18])(=[O:13])=[O:14])[C:25]([O:24][C:20]([CH3:23])([CH3:22])[CH3:21])=[O:26])=[CH:8][CH:9]=1. (7) The product is: [N:1]([C:2]1[C:10]2[N:9]=[CH:8][N:7]([CH3:11])[C:6]=2[CH:5]=[CH:4][CH:3]=1)=[C:12]=[S:13]. Given the reactants [NH2:1][C:2]1[C:10]2[N:9]=[CH:8][N:7]([CH3:11])[C:6]=2[CH:5]=[CH:4][CH:3]=1.[C:12](N1C=CN=C1)(N1C=CN=C1)=[S:13], predict the reaction product. (8) Given the reactants [CH3:1][O:2][C:3](=[O:21])[C@H:4]([CH2:13][C:14]1[CH:19]=[CH:18][C:17]([OH:20])=[CH:16][CH:15]=1)[NH:5][C:6]([O:8][C:9]([CH3:12])([CH3:11])[CH3:10])=[O:7].[H-].[Na+].I[CH2:25][CH2:26][CH3:27], predict the reaction product. The product is: [CH3:1][O:2][C:3](=[O:21])[C@@H:4]([NH:5][C:6]([O:8][C:9]([CH3:12])([CH3:10])[CH3:11])=[O:7])[CH2:13][C:14]1[CH:19]=[CH:18][C:17]([O:20][CH2:25][CH2:26][CH3:27])=[CH:16][CH:15]=1. (9) Given the reactants [N:1]12[CH2:8][CH2:7][CH:4]([CH2:5][CH2:6]1)[CH:3]([O:9][C:10](=[O:22])[NH:11][C:12]([C:15]1[CH:20]=[CH:19][C:18](Br)=[CH:17][CH:16]=1)([CH3:14])[CH3:13])[CH2:2]2.[C:23]([CH2:25][O:26][C:27]1[CH:32]=[CH:31][C:30](B(O)O)=[CH:29][CH:28]=1)#[N:24], predict the reaction product. The product is: [N:1]12[CH2:8][CH2:7][CH:4]([CH2:5][CH2:6]1)[CH:3]([O:9][C:10](=[O:22])[NH:11][C:12]([C:15]1[CH:20]=[CH:19][C:18]([C:30]3[CH:31]=[CH:32][C:27]([O:26][CH2:25][C:23]#[N:24])=[CH:28][CH:29]=3)=[CH:17][CH:16]=1)([CH3:14])[CH3:13])[CH2:2]2. (10) Given the reactants [Cl:1][C:2]1[CH:3]=[C:4]([N:10]2[C:14]([CH3:15])=[C:13]([O:16][C:17]3[CH:25]=[CH:24][C:20]([C:21](O)=[O:22])=[CH:19][CH:18]=3)[C:12]([CH3:26])=[N:11]2)[CH:5]=[CH:6][C:7]=1[C:8]#[N:9].[NH4+].O[N:29]1C2C=CC=CC=2N=N1.Cl.CN(C)CCCN=C=NCC.Cl, predict the reaction product. The product is: [Cl:1][C:2]1[CH:3]=[C:4]([N:10]2[C:14]([CH3:15])=[C:13]([O:16][C:17]3[CH:25]=[CH:24][C:20]([C:21]([NH2:29])=[O:22])=[CH:19][CH:18]=3)[C:12]([CH3:26])=[N:11]2)[CH:5]=[CH:6][C:7]=1[C:8]#[N:9].